Task: Predict the reaction yield, written as a fraction of the theoretical maximum amount of product (1.0 means a 100% yield; for example, 0.34 means a 34% yield).. Dataset: Reaction yield outcomes from USPTO patents with 853,638 reactions (1) The reactants are Br[CH2:2][C:3]([C:5]1[CH:10]=[CH:9][CH:8]=[CH:7][CH:6]=1)=O.[NH2:11][C:12]([NH2:14])=[S:13]. The catalyst is CO. The product is [C:5]1([C:3]2[N:11]=[C:12]([NH2:14])[S:13][CH:2]=2)[CH:10]=[CH:9][CH:8]=[CH:7][CH:6]=1. The yield is 0.953. (2) The reactants are [Cl:1][C:2]1[N:7]=[C:6]([CH3:8])[CH:5]=[CH:4][CH:3]=1.[F:9][C:10]1[CH:20]=[CH:19][C:13]([C:14](OCC)=[O:15])=[CH:12][CH:11]=1.C[Si]([N-][Si](C)(C)C)(C)C.[Li+]. The catalyst is O1CCCC1. The product is [Cl:1][C:2]1[N:7]=[C:6]([CH2:8][C:14]([C:13]2[CH:19]=[CH:20][C:10]([F:9])=[CH:11][CH:12]=2)=[O:15])[CH:5]=[CH:4][CH:3]=1. The yield is 0.660. (3) The reactants are [CH:1]1[C:14]2[S:13][C:12]3[C:7](=[CH:8][CH:9]=[CH:10][CH:11]=3)[S:6][C:5]=2[CH:4]=[CH:3][CH:2]=1.[Li]C(C)(C)C.CC[Mg+].[Br-].[O:24]=O. The catalyst is C1COCC1. The yield is 0.360. The product is [C:11]1([OH:24])[C:12]2[S:13][C:14]3[C:5](=[CH:4][CH:3]=[CH:2][CH:1]=3)[S:6][C:7]=2[CH:8]=[CH:9][CH:10]=1. (4) The catalyst is [Pd].CO. The reactants are [C:1]([C:4]1[CH:5]=[CH:6][C:7]([C:28]2[CH:33]=[CH:32][CH:31]=[CH:30][C:29]=2[F:34])=[C:8]2[C:16]=1[NH:15][C:14]1[CH:13]=[C:12]([NH:17]C(=O)OCC3C=CC=CC=3)[CH:11]=[CH:10][C:9]2=1)(=[O:3])[NH2:2].C([O-])=O.[NH4+]. The yield is 1.00. The product is [NH2:17][C:12]1[CH:13]=[C:14]2[C:9]([C:8]3[C:7]([C:28]4[CH:33]=[CH:32][CH:31]=[CH:30][C:29]=4[F:34])=[CH:6][CH:5]=[C:4]([C:1]([NH2:2])=[O:3])[C:16]=3[NH:15]2)=[CH:10][CH:11]=1. (5) The reactants are [NH2:1][C:2]1[N:7]=[C:6]([O:8]C)[N:5]([CH2:10][CH2:11][CH2:12][C:13]([O:15][CH2:16][CH3:17])=[O:14])[C:4](=[O:18])[CH:3]=1.Cl.[CH2:20]([C:22]1[CH:23]=[C:24]([CH:26]=[CH:27][C:28]=1[CH3:29])N)[CH3:21]. The catalyst is C(C1C=C(C=CC=1C)N)C. The product is [CH2:16]([O:15][C:13]([CH2:12][CH2:11][CH2:10][N:5]1[C:4](=[O:18])[CH:3]=[C:2]([NH:1][C:24]2[CH:26]=[CH:27][C:28]([CH3:29])=[C:22]([CH2:20][CH3:21])[CH:23]=2)[NH:7][C:6]1=[O:8])=[O:14])[CH3:17]. The yield is 0.920. (6) The reactants are [CH3:1][N:2]1[CH:6]=[CH:5][N:4]=[C:3]1[CH:7]=O.[NH2:9][C:10]1[CH:18]=[CH:17][CH:16]=[C:15]2[C:11]=1[CH2:12][O:13][C:14]2=[O:19].S([O-])([O-])(=O)=O.[Mg+2]. The catalyst is C(#N)C. The product is [CH3:1][N:2]1[CH:6]=[CH:5][N:4]=[C:3]1/[CH:7]=[N:9]/[C:10]1[CH:18]=[CH:17][CH:16]=[C:15]2[C:11]=1[CH2:12][O:13][C:14]2=[O:19]. The yield is 0.680. (7) The reactants are Br[C:2]1[CH:7]=[C:6]([CH3:8])[C:5]([Br:9])=[CH:4][N:3]=1.[CH:10]1[C:18]2[C:17]3[CH:19]=[CH:20][CH:21]=[CH:22][C:16]=3[O:15][C:14]=2[C:13](B(O)O)=[CH:12][CH:11]=1.C([O-])([O-])=O.[K+].[K+].C(COC)OC. The catalyst is C1C=CC([P]([Pd]([P](C2C=CC=CC=2)(C2C=CC=CC=2)C2C=CC=CC=2)([P](C2C=CC=CC=2)(C2C=CC=CC=2)C2C=CC=CC=2)[P](C2C=CC=CC=2)(C2C=CC=CC=2)C2C=CC=CC=2)(C2C=CC=CC=2)C2C=CC=CC=2)=CC=1.O. The product is [Br:9][C:5]1[C:6]([CH3:8])=[CH:7][C:2]([C:22]2[C:16]3[O:15][C:14]4[CH:13]=[CH:12][CH:11]=[CH:10][C:18]=4[C:17]=3[CH:19]=[CH:20][CH:21]=2)=[N:3][CH:4]=1. The yield is 0.720. (8) The reactants are [Br:1][C:2]1[CH:7]=[C:6]([F:8])[CH:5]=[CH:4][C:3]=1[NH2:9].[CH:10](=O)/[CH:11]=[CH:12]/[CH3:13].O.[NH4+].[OH-]. The catalyst is Cl.[Cl-].[Cl-].[Zn+2].CCOCC. The product is [Br:1][C:2]1[CH:7]=[C:6]([F:8])[CH:5]=[C:4]2[C:3]=1[N:9]=[C:12]([CH3:13])[CH:11]=[CH:10]2. The yield is 0.850.